Dataset: Catalyst prediction with 721,799 reactions and 888 catalyst types from USPTO. Task: Predict which catalyst facilitates the given reaction. (1) Reactant: [CH3:1][CH:2]([CH3:20])[CH2:3][C@H:4]([NH:12][C:13](=[O:19])[O:14][C:15]([CH3:18])([CH3:17])[CH3:16])[CH2:5][N:6]1[CH2:11][CH2:10][NH:9][CH2:8][CH2:7]1.C(Cl)CCl.C1C=CC2N(O)N=NC=2C=1.[NH:35]([C:42]([O:44][CH2:45][C:46]1[CH:51]=[CH:50][CH:49]=[CH:48][CH:47]=1)=[O:43])[C@H:36]([C:39](O)=[O:40])[CH2:37][OH:38].C(N(CC)CC)C.C([O-])(O)=O.[Na+].Cl. Product: [OH:40][CH2:39][C@H:36]([NH:35][C:42]([O:44][CH2:45][C:46]1[CH:47]=[CH:48][CH:49]=[CH:50][CH:51]=1)=[O:43])[C:37]([N:9]1[CH2:8][CH2:7][N:6]([CH2:5][C@@H:4]([NH:12][C:13](=[O:19])[O:14][C:15]([CH3:18])([CH3:17])[CH3:16])[CH2:3][CH:2]([CH3:20])[CH3:1])[CH2:11][CH2:10]1)=[O:38]. The catalyst class is: 448. (2) Reactant: C(O)(=O)C.[C:5]([O:9][C:10]([NH:12][CH2:13][C:14]1[CH:15]=[C:16]([CH:20]2[CH2:25][CH2:24][NH:23][CH2:22][CH2:21]2)[CH:17]=[CH:18][CH:19]=1)=[O:11])([CH3:8])([CH3:7])[CH3:6]. Product: [C:5]([O:9][C:10]([NH:12][CH2:13][C:14]1[CH:15]=[C:16]([CH:20]2[CH2:25][CH2:24][NH:23][CH2:22][CH2:21]2)[CH:17]=[CH:18][CH:19]=1)=[O:11])([CH3:8])([CH3:6])[CH3:7]. The catalyst class is: 33. (3) Reactant: C(OC([NH:8][N:9]=[CH:10][C:11]1[N:21]=[C:20]([Cl:22])[CH:19]=[C:18]([Cl:23])[C:12]=1[C:13](OCC)=[O:14])=O)(C)(C)C.FC(F)(F)C(O)=O. Product: [Cl:22][C:20]1[CH:19]=[C:18]([Cl:23])[C:12]2[C:13](=[O:14])[NH:8][N:9]=[CH:10][C:11]=2[N:21]=1. The catalyst class is: 4. (4) Reactant: [C:1]([C:3]1[N:4]=[C:5]([C:29]2[C:34]([F:35])=[CH:33][CH:32]=[CH:31][C:30]=2[F:36])[O:6][C:7]=1[NH:8][C:9]1[CH:14]=[CH:13][C:12]([NH:15][C:16](=[O:28])[CH2:17][CH2:18][N:19]([CH3:27])C(=O)OC(C)(C)C)=[CH:11][CH:10]=1)#[N:2].C(=O)(O)[O-:38].[Na+].[OH-].[Na+]. Product: [F:35][C:34]1[CH:33]=[CH:32][CH:31]=[C:30]([F:36])[C:29]=1[C:5]1[O:6][C:7]([NH:8][C:9]2[CH:14]=[CH:13][C:12]([NH:15][C:16](=[O:28])[CH2:17][CH2:18][NH:19][CH3:27])=[CH:11][CH:10]=2)=[C:3]([C:1]([NH2:2])=[O:38])[N:4]=1. The catalyst class is: 65. (5) Reactant: C(N1C2C(=CC=CC=2)C=C1)(C)C.[CH:13]([N:16]1[C:24]2[C:19](=[CH:20][CH:21]=[CH:22][CH:23]=2)[C:18]([C:25](=[O:29])[C:26]([Cl:28])=[O:27])=[CH:17]1)([CH3:15])[CH3:14].[NH2:30][CH2:31][CH2:32][N:33]1[CH2:38][CH2:37][CH:36]([CH2:39][CH2:40][OH:41])[CH2:35][CH2:34]1.C(N(CC)CC)C. Product: [ClH:28].[OH:41][CH2:40][CH2:39][CH:36]1[CH2:37][CH2:38][N:33]([CH2:32][CH2:31][NH:30][C:26](=[O:27])[C:25]([C:18]2[C:19]3[C:24](=[CH:23][CH:22]=[CH:21][CH:20]=3)[N:16]([CH:13]([CH3:15])[CH3:14])[CH:17]=2)=[O:29])[CH2:34][CH2:35]1.[OH:41][CH2:40][CH2:39][CH:36]1[CH2:37][CH2:38][N:33]([CH2:32][CH2:31][NH:30][C:26](=[O:27])[C:25]([C:18]2[C:19]3[C:24](=[CH:23][CH:22]=[CH:21][CH:20]=3)[N:16]([CH:13]([CH3:15])[CH3:14])[CH:17]=2)=[O:29])[CH2:34][CH2:35]1. The catalyst class is: 2.